This data is from Full USPTO retrosynthesis dataset with 1.9M reactions from patents (1976-2016). The task is: Predict the reactants needed to synthesize the given product. (1) Given the product [C:1]1([C@@H:7]([NH:9][C:10](=[O:46])[CH2:11][C@H:12]([OH:38])[CH2:13][C:14](=[O:37])/[CH:15]=[CH:16]/[C:17]2[C:18]([CH:34]3[CH2:35][CH2:36]3)=[N:19][C:20]3[C:25]([C:26]=2[C:27]2[CH:28]=[CH:29][C:30]([F:33])=[CH:31][CH:32]=2)=[CH:24][CH:23]=[CH:22][CH:21]=3)[CH3:8])[CH:2]=[CH:3][CH:4]=[CH:5][CH:6]=1, predict the reactants needed to synthesize it. The reactants are: [C:1]1([C@@H:7]([NH:9][C:10](=[O:46])[CH2:11][C@H:12]([O:38][Si](C(C)(C)C)(C)C)[CH2:13][C:14](=[O:37])/[CH:15]=[CH:16]/[C:17]2[C:18]([CH:34]3[CH2:36][CH2:35]3)=[N:19][C:20]3[C:25]([C:26]=2[C:27]2[CH:32]=[CH:31][C:30]([F:33])=[CH:29][CH:28]=2)=[CH:24][CH:23]=[CH:22][CH:21]=3)[CH3:8])[CH:6]=[CH:5][CH:4]=[CH:3][CH:2]=1.C(O)C.Cl.C(=O)(O)[O-].[Na+]. (2) Given the product [Cl:15][C:5]1[C:4]2[C:9](=[CH:10][CH:11]=[C:2]([Br:1])[CH:3]=2)[N:8]=[CH:7][N:6]=1, predict the reactants needed to synthesize it. The reactants are: [Br:1][C:2]1[CH:3]=[C:4]2[C:9](=[CH:10][CH:11]=1)[N:8]=[CH:7][NH:6][C:5]2=O.O=P(Cl)(Cl)[Cl:15]. (3) Given the product [F:26][C:27]1[CH:33]=[CH:32][C:30]([N:17]([C:14]2[CH:13]=[CH:12][C:11]([NH:10][C:9]3[CH:8]=[CH:7][N:6]=[C:5]4[NH:1][CH:2]=[CH:3][C:4]=34)=[CH:16][CH:15]=2)[C:18]([C:20]2([C:23]([NH2:35])=[O:25])[CH2:21][CH2:22]2)=[O:19])=[CH:29][CH:28]=1, predict the reactants needed to synthesize it. The reactants are: [NH:1]1[C:5]2=[N:6][CH:7]=[CH:8][C:9]([NH:10][C:11]3[CH:16]=[CH:15][C:14]([NH:17][C:18]([C:20]4([C:23]([OH:25])=O)[CH2:22][CH2:21]4)=[O:19])=[CH:13][CH:12]=3)=[C:4]2[CH:3]=[CH:2]1.[F:26][C:27]1[CH:33]=[CH:32][C:30](N)=[CH:29][CH:28]=1.C[N:35](C)C=O. (4) Given the product [N:14]1[CH:15]=[CH:16][CH:17]=[N:18][C:13]=1[C:6]1[CH:7]=[CH:8][C:3]([CH2:2][OH:1])=[CH:4][CH:5]=1, predict the reactants needed to synthesize it. The reactants are: [OH:1][CH2:2][C:3]1[CH:8]=[CH:7][C:6](B(O)O)=[CH:5][CH:4]=1.Br[C:13]1[N:18]=[CH:17][CH:16]=[CH:15][N:14]=1.